Dataset: Full USPTO retrosynthesis dataset with 1.9M reactions from patents (1976-2016). Task: Predict the reactants needed to synthesize the given product. (1) Given the product [Cl:1][C:2]1[CH:3]=[CH:4][C:5]([C:8]2[N:12]([C:13]3[CH:18]=[CH:17][C:16]([Cl:19])=[CH:15][C:14]=3[Cl:20])[N:11]=[C:10]([C:21]#[N:23])[C:9]=2[CH3:24])=[CH:6][CH:7]=1, predict the reactants needed to synthesize it. The reactants are: [Cl:1][C:2]1[CH:7]=[CH:6][C:5]([C:8]2[N:12]([C:13]3[CH:18]=[CH:17][C:16]([Cl:19])=[CH:15][C:14]=3[Cl:20])[N:11]=[C:10]([C:21]([NH2:23])=O)[C:9]=2[CH3:24])=[CH:4][CH:3]=1.P(Cl)(Cl)(Cl)=O. (2) Given the product [NH2:15][C:13]([NH:1][C:2]1[CH:6]=[C:5]([Br:7])[S:4][C:3]=1[C:8]([NH2:10])=[O:9])=[O:14], predict the reactants needed to synthesize it. The reactants are: [NH2:1][C:2]1[CH:6]=[C:5]([Br:7])[S:4][C:3]=1[C:8]([NH2:10])=[O:9].ClC(Cl)(Cl)[C:13]([N:15]=C=O)=[O:14].N.